Dataset: Forward reaction prediction with 1.9M reactions from USPTO patents (1976-2016). Task: Predict the product of the given reaction. (1) Given the reactants C([O:8][NH:9][C:10]1[CH:15]=[CH:14][N:13]([C@H:16]2[C@:20]3([CH3:25])[O:21][C:22](=[O:24])[O:23][C@@H:19]3[C@@H:18]([CH2:26][O:27][P:28]([O:39][C:40]3[CH:45]=[CH:44][CH:43]=[CH:42][C:41]=3[CH2:46][CH2:47][C:48]([O:50][CH:51]([CH3:53])[CH3:52])=[O:49])([NH:30][C@@H:31]([CH3:38])[C:32]([O:34][CH:35]([CH3:37])[CH3:36])=[O:33])=[O:29])[O:17]2)[C:12](=[O:54])[N:11]=1)C1C=CC=CC=1.C1CC=CCC=1, predict the reaction product. The product is: [OH:8][NH:9][C:10]1[CH:15]=[CH:14][N:13]([C@H:16]2[C@:20]3([CH3:25])[O:21][C:22](=[O:24])[O:23][C@@H:19]3[C@@H:18]([CH2:26][O:27][P:28]([O:39][C:40]3[CH:45]=[CH:44][CH:43]=[CH:42][C:41]=3[CH2:46][CH2:47][C:48]([O:50][CH:51]([CH3:53])[CH3:52])=[O:49])([NH:30][C@@H:31]([CH3:38])[C:32]([O:34][CH:35]([CH3:37])[CH3:36])=[O:33])=[O:29])[O:17]2)[C:12](=[O:54])[N:11]=1. (2) The product is: [CH3:13][O:14][C:15]1[CH:16]=[C:17]([CH:24]=[CH:25][C:26]=1[O:27][CH3:28])[CH2:18][O:19][CH2:20][C:21]([N:31]([O:32][CH3:33])[CH3:30])=[O:23]. Given the reactants C(N1C=CN=C1)(N1C=CN=C1)=O.[CH3:13][O:14][C:15]1[CH:16]=[C:17]([CH:24]=[CH:25][C:26]=1[O:27][CH3:28])[CH2:18][O:19][CH2:20][C:21]([OH:23])=O.[Cl-].[CH3:30][NH2+:31][O:32][CH3:33].Cl, predict the reaction product. (3) Given the reactants [F:1][C:2]1[CH:25]=[CH:24][C:5]([CH2:6][N:7]2[CH2:16][CH2:15][C:14]3[C:13]([C:17]([O:19][CH2:20][CH3:21])=[O:18])=[N:12][CH:11]=[C:10]([OH:22])[C:9]=3[C:8]2=[O:23])=[CH:4][CH:3]=1.C([OH:28])C, predict the reaction product. The product is: [F:1][C:2]1[CH:25]=[CH:24][C:5]([CH2:6][N:7]2[CH2:16][CH2:15][C:14]3[C:9](=[C:10]([OH:22])[CH:11]=[N+:12]([O-:28])[C:13]=3[C:17]([O:19][CH2:20][CH3:21])=[O:18])[C:8]2=[O:23])=[CH:4][CH:3]=1. (4) Given the reactants [CH2:1]([NH:8][CH3:9])[C:2]1[CH:7]=[CH:6][CH:5]=[CH:4][CH:3]=1.C(=O)([O-])[O-].[K+].[K+].Br[CH2:17][CH2:18][CH2:19][CH2:20][CH2:21][CH2:22][CH2:23][CH2:24][OH:25], predict the reaction product. The product is: [CH2:1]([N:8]([CH2:17][CH2:18][CH2:19][CH2:20][CH2:21][CH2:22][CH2:23][CH2:24][OH:25])[CH3:9])[C:2]1[CH:7]=[CH:6][CH:5]=[CH:4][CH:3]=1.